This data is from Full USPTO retrosynthesis dataset with 1.9M reactions from patents (1976-2016). The task is: Predict the reactants needed to synthesize the given product. (1) The reactants are: [CH3:1][C:2]([CH3:15])=[CH:3][CH2:4][NH:5][C:6]1[N:14]=[CH:13][N:12]=[C:11]2[C:7]=1[NH:8][CH:9]=[N:10]2.[Br:16][CH2:17][CH2:18]Br.C([O-])([O-])=O.[K+].[K+].C(OCC)(=O)C. Given the product [CH3:1][C:2]([CH3:15])=[CH:3][CH2:4][NH:5][C:6]1[N:14]=[CH:13][N:12]=[C:11]2[C:7]=1[N:8]=[CH:9][N:10]2[CH2:18][CH2:17][Br:16], predict the reactants needed to synthesize it. (2) Given the product [NH2:20][C:18]1[N:17]=[CH:16][N:15]=[C:14]2[N:13]([C@@H:21]3[CH2:26][CH2:25][CH2:24][N:23]([C:66](=[O:67])[CH2:65][C:63]#[N:64])[CH2:22]3)[N:12]=[C:11]([C:8]3[CH:7]=[CH:6][C:5]([O:4][C:3]4[CH:27]=[CH:28][CH:29]=[C:30]([F:31])[C:2]=4[F:1])=[CH:10][CH:9]=3)[C:19]=12, predict the reactants needed to synthesize it. The reactants are: [F:1][C:2]1[C:30]([F:31])=[CH:29][CH:28]=[CH:27][C:3]=1[O:4][C:5]1[CH:10]=[CH:9][C:8]([C:11]2[C:19]3[C:14](=[N:15][CH:16]=[N:17][C:18]=3[NH2:20])[N:13]([C@@H:21]3[CH2:26][CH2:25][CH2:24][NH:23][CH2:22]3)[N:12]=2)=[CH:7][CH:6]=1.CN(C(ON1N=NC2C=CC=NC1=2)=[N+](C)C)C.F[P-](F)(F)(F)(F)F.C(N(CC)CC)C.[C:63]([CH2:65][C:66](O)=[O:67])#[N:64]. (3) Given the product [Cl:31][C:32]1[CH:33]=[C:34]([N:38]2[C:42]([CH2:43][NH:44][C:21](=[O:23])[NH:20][C:17]3[CH:16]=[CH:15][C:14]([CH2:13][N:5]([CH2:4][CH2:3][O:2][CH3:1])[C:6](=[O:7])[O:8][C:9]([CH3:10])([CH3:11])[CH3:12])=[N:19][CH:18]=3)=[CH:41][C:40]([C:45]([F:46])([F:47])[F:48])=[N:39]2)[CH:35]=[CH:36][CH:37]=1, predict the reactants needed to synthesize it. The reactants are: [CH3:1][O:2][CH2:3][CH2:4][N:5]([CH2:13][C:14]1[N:19]=[CH:18][C:17]([NH:20][C:21](=[O:23])[O-])=[CH:16][CH:15]=1)[C:6]([O:8][C:9]([CH3:12])([CH3:11])[CH3:10])=[O:7].C(N(CC)CC)C.[Cl:31][C:32]1[CH:33]=[C:34]([N:38]2[C:42]([CH2:43][NH2:44])=[CH:41][C:40]([C:45]([F:48])([F:47])[F:46])=[N:39]2)[CH:35]=[CH:36][CH:37]=1. (4) The reactants are: [CH3:1][C:2]1[C:6]([C:7]([OH:9])=O)=[C:5]([C:10]2[CH:15]=[CH:14][N:13]=[CH:12][CH:11]=2)[O:4][N:3]=1.[CH2:16]([C:23]1([OH:29])[CH2:28][CH2:27][NH:26][CH2:25][CH2:24]1)[C:17]1[CH:22]=[CH:21][CH:20]=[CH:19][CH:18]=1.CN(C(ON1N=NC2C=CC=NC1=2)=[N+](C)C)C.F[P-](F)(F)(F)(F)F.C(N(CC)CC)C. Given the product [CH2:16]([C:23]1([OH:29])[CH2:28][CH2:27][N:26]([C:7]([C:6]2[C:2]([CH3:1])=[N:3][O:4][C:5]=2[C:10]2[CH:15]=[CH:14][N:13]=[CH:12][CH:11]=2)=[O:9])[CH2:25][CH2:24]1)[C:17]1[CH:18]=[CH:19][CH:20]=[CH:21][CH:22]=1, predict the reactants needed to synthesize it. (5) Given the product [C:87]([O:36][CH2:35][CH:34]([O:37][C:71](=[O:74])[CH3:72])[CH2:33][C@@H:10]1[C@H:9]([O:8][CH2:1][C:2]2[CH:3]=[CH:4][CH:5]=[CH:6][CH:7]=2)[C@@H:13]([O:14][CH2:15][C:16]2[CH:17]=[CH:18][C:19]([O:22][CH3:23])=[CH:20][CH:21]=2)[C@H:12]([C@H:24]([O:32][C:80](=[O:83])[CH3:81])[C@@H:25]2[C:27](=[O:28])[CH:31]=[CH:30][CH:29]([O:76][C:75](=[O:78])[CH3:105])[O:26]2)[O:11]1)(=[O:88])[CH3:86], predict the reactants needed to synthesize it. The reactants are: [CH2:1]([O:8][C@@H:9]1[C@@H:13]([O:14][CH2:15][C:16]2[CH:21]=[CH:20][C:19]([O:22][CH3:23])=[CH:18][CH:17]=2)[C@H:12]([C@H:24]([OH:32])[C@H:25]([C:27]2[O:28][CH:29]=[CH:30][CH:31]=2)[OH:26])[O:11][C@@H:10]1[CH2:33][C@@H:34]([OH:37])[CH2:35][OH:36])[C:2]1[CH:7]=[CH:6][CH:5]=[CH:4][CH:3]=1.C(O[C@@H]1[C@@H](OCC2C=CC(OC)=CC=2)[C@H]([C@H](O)[C@H](C2OC=CC=2)O)O[C@@H]1C[C@H:71]([OH:74])[CH2:72]O)C1C=CC=CC=1.[C:75](=[O:78])(O)[O-:76].[Na+].[C:80]([O-:83])(=O)[CH3:81].[Na+].C1C(=O)N(Br)[C:87](=[O:88])[CH2:86]1.[I-].[K+].S([O-])([O-])(=O)=S.[Na+].[Na+].[Na+].[Cl-].N1C=CC=C[CH:105]=1.C(OC(=O)C)(=O)C.[NH4+].[Cl-]. (6) Given the product [C:1]([O:5][C:6]([N:8]([CH2:18][CH2:19][NH:20][C:21]([O:23][C:24]([CH3:27])([CH3:26])[CH3:25])=[O:22])[CH:9]1[CH2:12][CH:11]([CH2:13][C:14]([OH:16])=[O:15])[CH2:10]1)=[O:7])([CH3:3])([CH3:4])[CH3:2], predict the reactants needed to synthesize it. The reactants are: [C:1]([O:5][C:6]([N:8]([CH2:18][CH2:19][NH:20][C:21]([O:23][C:24]([CH3:27])([CH3:26])[CH3:25])=[O:22])[CH:9]1[CH2:12][CH:11]([CH2:13][C:14]([O:16]C)=[O:15])[CH2:10]1)=[O:7])([CH3:4])([CH3:3])[CH3:2].[OH-].[Na+]. (7) The reactants are: [SH:1][C:2]1[CH:10]=[CH:9][C:5]([C:6]([OH:8])=[O:7])=[CH:4][CH:3]=1.CCN(C(C)C)C(C)C.Br[CH2:21][CH2:22][CH2:23][CH2:24][CH2:25][CH2:26][CH2:27][CH2:28][CH2:29][C:30]([O:32][CH3:33])=[O:31].Cl.[Na+].[Cl-]. Given the product [CH3:33][O:32][C:30]([CH2:29][CH2:28][CH2:27][CH2:26][CH2:25][CH2:24][CH2:23][CH2:22][CH2:21][S:1][C:2]1[CH:10]=[CH:9][C:5]([C:6]([OH:8])=[O:7])=[CH:4][CH:3]=1)=[O:31], predict the reactants needed to synthesize it. (8) Given the product [C:23]([O-:29])(=[O:31])[CH3:24].[NH4+:4].[Cl:1][C:2]1[C:3]2[N:4]([C:23]([CH2:24][C:25]([F:28])([F:27])[F:26])=[N:22][N:21]=2)[N:5]=[CH:6][C:7]=1[NH:8][CH:9]1[CH2:14][CH2:13][CH:12]([C:15]2[CH:20]=[CH:19][CH:18]=[CH:17][CH:16]=2)[CH2:11][CH2:10]1, predict the reactants needed to synthesize it. The reactants are: [Cl:1][C:2]1[C:7]([NH:8][CH:9]2[CH2:14][CH2:13][CH:12]([C:15]3[CH:20]=[CH:19][CH:18]=[CH:17][CH:16]=3)[CH2:11][CH2:10]2)=[CH:6][N:5]=[N:4][C:3]=1[NH:21][NH:22][C:23](=[O:29])[CH2:24][C:25]([F:28])([F:27])[F:26].P(Cl)(Cl)(Cl)=[O:31]. (9) Given the product [N:34]1[CH:35]=[CH:36][C:37]([N:40]2[CH2:45][CH2:44][C:43]3([CH2:46][CH2:47][N:48]([C:29]([C:27]4[S:26][C:23]5[CH2:24][CH2:25][N:20]([C:18]([O:17][C:13]([CH3:14])([CH3:15])[CH3:16])=[O:19])[CH2:21][C:22]=5[CH:28]=4)=[O:31])[CH2:49][CH2:50]3)[CH2:42][CH2:41]2)=[CH:38][CH:39]=1, predict the reactants needed to synthesize it. The reactants are: C(N1C=CN=C1)(N1C=CN=C1)=O.[C:13]([O:17][C:18]([N:20]1[CH2:25][CH2:24][C:23]2[S:26][C:27]([C:29]([OH:31])=O)=[CH:28][C:22]=2[CH2:21]1)=[O:19])([CH3:16])([CH3:15])[CH3:14].Cl.Cl.[N:34]1[CH:39]=[CH:38][C:37]([N:40]2[CH2:45][CH2:44][C:43]3([CH2:50][CH2:49][NH:48][CH2:47][CH2:46]3)[CH2:42][CH2:41]2)=[CH:36][CH:35]=1.C(N(CC)CC)C.